Dataset: Full USPTO retrosynthesis dataset with 1.9M reactions from patents (1976-2016). Task: Predict the reactants needed to synthesize the given product. (1) The reactants are: C([O:4][CH2:5][C:6]1[C:7]([N:30]2[CH2:42][CH2:41][N:33]3[C:34]4[CH2:35][CH2:36][CH2:37][CH2:38][C:39]=4[CH:40]=[C:32]3[C:31]2=[O:43])=[N:8][CH:9]=[CH:10][C:11]=1[C:12]1[CH:17]=[C:16]([NH:18][C:19]2[CH:27]=[C:22]3[CH2:23][NH:24][CH2:25][CH2:26][N:21]3[N:20]=2)[C:15](=[O:28])[N:14]([CH3:29])[CH:13]=1)(=O)C.[OH-].[Li+]. Given the product [OH:4][CH2:5][C:6]1[C:7]([N:30]2[CH2:42][CH2:41][N:33]3[C:34]4[CH2:35][CH2:36][CH2:37][CH2:38][C:39]=4[CH:40]=[C:32]3[C:31]2=[O:43])=[N:8][CH:9]=[CH:10][C:11]=1[C:12]1[CH:17]=[C:16]([NH:18][C:19]2[CH:27]=[C:22]3[CH2:23][NH:24][CH2:25][CH2:26][N:21]3[N:20]=2)[C:15](=[O:28])[N:14]([CH3:29])[CH:13]=1, predict the reactants needed to synthesize it. (2) Given the product [C:19]1([CH:18]2[O:12][CH2:11][CH:10]([C:4]3([CH2:3][CH2:2][OH:1])[CH2:9][CH2:8][CH2:7][CH2:6][CH2:5]3)[CH2:13][O:14]2)[CH:24]=[CH:23][CH:22]=[CH:21][CH:20]=1, predict the reactants needed to synthesize it. The reactants are: [OH:1][CH2:2][CH2:3][C:4]1([CH:10]([CH2:13][OH:14])[CH2:11][OH:12])[CH2:9][CH2:8][CH2:7][CH2:6][CH2:5]1.C(O[CH:18](OCC)[C:19]1[CH:24]=[CH:23][CH:22]=[CH:21][CH:20]=1)C.[NH+]1C=CC=CC=1.C1(C)C=CC(S([O-])(=O)=O)=CC=1.C(=O)(O)[O-].[Na+]. (3) Given the product [CH2:1]([C:3]1([C:18]2[CH:19]=[C:20]([NH:24][S:27]([CH2:25][CH3:26])(=[O:29])=[O:28])[CH:21]=[CH:22][CH:23]=2)[CH:8]2[CH:4]1[CH2:5][N:6]([CH2:9][CH2:10][CH2:11][CH2:12][CH2:13][CH3:14])[CH2:7]2)[CH3:2], predict the reactants needed to synthesize it. The reactants are: [CH2:1]([C:3]1([C:18]2[CH:19]=[C:20]([NH2:24])[CH:21]=[CH:22][CH:23]=2)[CH:8]2[CH:4]1[CH2:5][N:6]([CH2:9][CH2:10][CH2:11][C:12]1C=CC=[CH:14][CH:13]=1)[CH2:7]2)[CH3:2].[CH2:25]([S:27](Cl)(=[O:29])=[O:28])[CH3:26].